Task: Predict the product of the given reaction.. Dataset: Forward reaction prediction with 1.9M reactions from USPTO patents (1976-2016) (1) Given the reactants [H-].[Na+].C([NH:6][C:7]1[CH:16]=[CH:15][CH:14]=[C:13]2[C:8]=1[CH:9]=[CH:10][C:11]([CH3:17])=[N:12]2)(=O)C.[F:18][C:19]1[CH:24]=[CH:23][C:22]([F:25])=[CH:21][C:20]=1[C:26]1([CH2:29][C:30]([C:44]([F:47])([F:46])[F:45])([OH:43])[CH2:31]OS(C2C=CC(C)=CC=2)(=O)=O)[CH2:28][CH2:27]1.[OH-].[Na+], predict the reaction product. The product is: [F:18][C:19]1[CH:24]=[CH:23][C:22]([F:25])=[CH:21][C:20]=1[C:26]1([CH2:29][C:30]([C:44]([F:47])([F:45])[F:46])([OH:43])[CH:31]([NH:6][C:7]2[CH:16]=[CH:15][CH:14]=[C:13]3[C:8]=2[CH:9]=[CH:10][C:11]([CH3:17])=[N:12]3)[NH:6][C:7]2[CH:16]=[CH:15][CH:14]=[C:13]3[C:8]=2[CH:9]=[CH:10][C:11]([CH3:17])=[N:12]3)[CH2:28][CH2:27]1. (2) Given the reactants [CH2:1]([O:8][C:9]([NH:11][CH2:12][CH2:13][CH2:14][C@@H:15]([C:35]([NH:37][C@H:38]1[CH2:42][CH2:41][CH2:40][C@H:39]1[C:43]([O:45][CH3:46])=[O:44])=[O:36])[NH:16][C:17](=[O:34])[C:18]1[CH:23]=[CH:22][CH:21]=[C:20]([O:24][CH2:25][CH2:26][O:27]C2CCCCO2)[CH:19]=1)=[O:10])[C:2]1[CH:7]=[CH:6][CH:5]=[CH:4][CH:3]=1.CO.O.C1(C)C=CC(S(O)(=O)=O)=CC=1, predict the reaction product. The product is: [CH2:1]([O:8][C:9]([NH:11][CH2:12][CH2:13][CH2:14][C@@H:15]([C:35]([NH:37][C@H:38]1[CH2:42][CH2:41][CH2:40][C@H:39]1[C:43]([O:45][CH3:46])=[O:44])=[O:36])[NH:16][C:17](=[O:34])[C:18]1[CH:23]=[CH:22][CH:21]=[C:20]([O:24][CH2:25][CH2:26][OH:27])[CH:19]=1)=[O:10])[C:2]1[CH:7]=[CH:6][CH:5]=[CH:4][CH:3]=1. (3) Given the reactants [C:1]([O:5][C:6]([N:8]1[C:26](=[O:27])[C:13]2[S:14][C:15]3[CH:24]=[CH:23][C:22]4[N+:21]([O-])=[CH:20][CH:19]=[CH:18][C:17]=4[C:16]=3[C:12]=2[N:11]([C:28]([O:30][C:31]([CH3:34])([CH3:33])[CH3:32])=[O:29])[CH2:10][C@H:9]1[CH3:35])=[O:7])([CH3:4])([CH3:3])[CH3:2].P(Br)(Br)([Br:38])=O, predict the reaction product. The product is: [Br:38][C:20]1[CH:19]=[CH:18][C:17]2[C:16]3[C:12]4[N:11]([C:28]([O:30][C:31]([CH3:32])([CH3:33])[CH3:34])=[O:29])[CH2:10][C@@H:9]([CH3:35])[N:8]([C:6]([O:5][C:1]([CH3:4])([CH3:2])[CH3:3])=[O:7])[C:26](=[O:27])[C:13]=4[S:14][C:15]=3[CH:24]=[CH:23][C:22]=2[N:21]=1. (4) The product is: [Cl:13][C:5]1[C:4]2[C:9](=[CH:10][CH:11]=[C:2]([NH:26][CH2:41][C:42]3[CH:76]=[C:75]([CH3:77])[O:78][C:43]=3[C:44]3[CH:49]=[CH:48][CH:47]=[CH:46][CH:45]=3)[CH:3]=2)[C:8](=[O:12])[NH:7][N:6]=1. Given the reactants Br[C:2]1[CH:3]=[C:4]2[C:9](=[CH:10][CH:11]=1)[C:8](=[O:12])[NH:7][N:6]=[C:5]2[Cl:13].CC1OC(C2C=CC=CC=2)=C([NH:26]C)C=1.C1C=CC(P([C:41]2C([C:45]3[C:46](P(C4C=CC=CC=4)C4C=CC=CC=4)=[CH:47][CH:48]=[C:49]4[C:44]=3[CH:43]=[CH:42][CH:41]=C4)=[C:49]3[C:44]([CH:45]=[CH:46][CH:47]=[CH:48]3)=[CH:43][CH:42]=2)C2C=CC=CC=2)=CC=1.C[C:75]([O-:78])([CH3:77])[CH3:76].[Na+], predict the reaction product. (5) Given the reactants [CH3:1][C:2]1[N:11]([C:12]2[CH:13]=[C:14]([CH3:18])[CH:15]=[CH:16][CH:17]=2)[C:10](=[O:19])[C:9]2[C:4](=[CH:5][CH:6]=[CH:7][CH:8]=2)[N:3]=1.[OH:20][C:21]1[C:28]([O:29][CH3:30])=[CH:27][CH:26]=[CH:25][C:22]=1[CH:23]=O.CC([O-])=O.[Na+], predict the reaction product. The product is: [OH:20][C:21]1[C:28]([O:29][CH3:30])=[CH:27][CH:26]=[CH:25][C:22]=1[CH:23]=[CH:1][C:2]1[N:11]([C:12]2[CH:13]=[C:14]([CH3:18])[CH:15]=[CH:16][CH:17]=2)[C:10](=[O:19])[C:9]2[C:4](=[CH:5][CH:6]=[CH:7][CH:8]=2)[N:3]=1. (6) Given the reactants [Cl:1][C:2]1[CH:7]=[CH:6][C:5]([CH:8]([C:20]2[CH:25]=[CH:24][C:23]([Cl:26])=[CH:22][CH:21]=2)[C:9]2[CH:10]=[C:11]3[C:16](=[CH:17][CH:18]=2)[N:15]=[CH:14][N:13]=[C:12]3Cl)=[CH:4][CH:3]=1.[C:27]1([CH2:33][CH2:34][NH2:35])[CH:32]=[CH:31][CH:30]=[CH:29][CH:28]=1.CC(O)C, predict the reaction product. The product is: [Cl:1][C:2]1[CH:3]=[CH:4][C:5]([CH:8]([C:20]2[CH:25]=[CH:24][C:23]([Cl:26])=[CH:22][CH:21]=2)[C:9]2[CH:10]=[C:11]3[C:16](=[CH:17][CH:18]=2)[N:15]=[CH:14][N:13]=[C:12]3[NH:35][CH2:34][CH2:33][C:27]2[CH:32]=[CH:31][CH:30]=[CH:29][CH:28]=2)=[CH:6][CH:7]=1.